From a dataset of Full USPTO retrosynthesis dataset with 1.9M reactions from patents (1976-2016). Predict the reactants needed to synthesize the given product. (1) Given the product [CH3:20][O:21][C:22]1[CH:23]=[C:24]([CH2:30][CH2:31][NH:32][C:8]2[C:9](=[O:10])[N:5]([CH:1]([CH3:3])[CH3:4])[S:6](=[O:18])(=[O:19])[C:7]=2[C:12]2[CH:13]=[CH:14][CH:15]=[CH:16][CH:17]=2)[CH:25]=[CH:26][C:27]=1[O:28][CH3:29], predict the reactants needed to synthesize it. The reactants are: [C:1]([N:5]1[C:9](=[O:10])[C:8](Cl)=[C:7]([C:12]2[CH:17]=[CH:16][CH:15]=[CH:14][CH:13]=2)[S:6]1(=[O:19])=[O:18])([CH3:4])([CH3:3])C.[CH3:20][O:21][C:22]1[CH:23]=[C:24]([CH2:30][CH2:31][NH2:32])[CH:25]=[CH:26][C:27]=1[O:28][CH3:29]. (2) Given the product [F:46][C:47]([F:52])([F:51])[C:48]([OH:50])=[O:49].[F:46][C:47]([F:52])([F:51])[C:48]([OH:50])=[O:49].[CH2:1]([O:8][C:9]([NH:11][CH:12]([CH2:20][NH:21][C:22]1[C:27]([CH:28]=[O:29])=[C:26]([N:30]2[CH2:35][CH2:34][CH:33]([C:36]3[CH:45]=[CH:44][C:43]4[CH2:42][CH2:41][CH2:40][NH:39][C:38]=4[N:37]=3)[CH2:32][CH2:31]2)[N:25]=[CH:24][N:23]=1)[C:13]([OH:15])=[O:14])=[O:10])[C:2]1[CH:7]=[CH:6][CH:5]=[CH:4][CH:3]=1, predict the reactants needed to synthesize it. The reactants are: [CH2:1]([O:8][C:9]([NH:11][CH:12]([CH2:20][NH:21][C:22]1[C:27]([CH:28]=[O:29])=[C:26]([N:30]2[CH2:35][CH2:34][CH:33]([C:36]3[CH:45]=[CH:44][C:43]4[CH2:42][CH2:41][CH2:40][NH:39][C:38]=4[N:37]=3)[CH2:32][CH2:31]2)[N:25]=[CH:24][N:23]=1)[C:13]([O:15]C(C)(C)C)=[O:14])=[O:10])[C:2]1[CH:7]=[CH:6][CH:5]=[CH:4][CH:3]=1.[F:46][C:47]([F:52])([F:51])[C:48]([OH:50])=[O:49].C1(C)C=CC=CC=1. (3) Given the product [Cl:1][C:2]1[CH:3]=[N:4][CH:5]=[C:6]([F:9])[C:7]=1[CH:10]1[CH2:12][CH2:11]1, predict the reactants needed to synthesize it. The reactants are: [Cl:1][C:2]1[CH:3]=[N:4][CH:5]=[C:6]([F:9])[C:7]=1I.[CH:10]1(B(O)O)[CH2:12][CH2:11]1.C1(P(C2CCCCC2)C2CCCCC2)CCCCC1.[O-]P([O-])([O-])=O.[K+].[K+].[K+].